Task: Predict the reaction yield, written as a fraction of the theoretical maximum amount of product (1.0 means a 100% yield; for example, 0.34 means a 34% yield).. Dataset: Reaction yield outcomes from USPTO patents with 853,638 reactions (1) The product is [CH3:1][O:2][C:3]1[CH:18]=[CH:17][C:6]2[CH2:7][C@@:8]3([CH3:16])[C@H:13]([C:14](=[CH2:20])[C:5]=2[CH:4]=1)[CH2:12][O:11][CH2:10][CH2:9]3. The reactants are [CH3:1][O:2][C:3]1[CH:18]=[CH:17][C:6]2[CH2:7][C@@:8]3([CH3:16])[C@H:13]([C:14](=O)[C:5]=2[CH:4]=1)[CH2:12][O:11][CH2:10][CH2:9]3.O1CCC[CH2:20]1.C1(C)C=CC=CC=1. The catalyst is [CH3-].C[Al+]C.[CH-]1C=CC=C1.[CH-]1C=CC=C1.[Cl-].[Ti+3]. The yield is 0.941. (2) The catalyst is ClCCl. The product is [CH2:30]([O:29][C:27](=[O:28])[NH:1][C:2]1[N:7]=[N:6][C:5]([N:8]2[CH2:9][CH2:10][N:11]([C:14](=[O:15])[C:16]3[CH:21]=[CH:20][CH:19]=[CH:18][C:17]=3[C:22]([F:25])([F:24])[F:23])[CH2:12][CH2:13]2)=[CH:4][CH:3]=1)[CH2:31][CH2:32][CH3:33]. The reactants are [NH2:1][C:2]1[N:7]=[N:6][C:5]([N:8]2[CH2:13][CH2:12][N:11]([C:14]([C:16]3[CH:21]=[CH:20][CH:19]=[CH:18][C:17]=3[C:22]([F:25])([F:24])[F:23])=[O:15])[CH2:10][CH2:9]2)=[CH:4][CH:3]=1.Cl[C:27]([O:29][CH2:30][CH2:31][CH2:32][CH3:33])=[O:28].C(N(CC)CC)C. The yield is 0.740. (3) The reactants are [C:1]([S:4][CH:5]1[CH2:10][CH2:9][N:8](C(C2C=CC=CC=2)(C2C=CC=CC=2)C2C=CC=CC=2)[CH2:7]/[C:6]/1=[CH:30]\[C:31]1[N:35]([CH2:36][C:37]([O:39][CH3:40])=[O:38])[N:34]=[CH:33][N:32]=1)(=[O:3])[CH3:2].[F:41][C:42]([F:47])([F:46])[C:43]([OH:45])=[O:44]. The catalyst is ClCCl. The product is [F:41][C:42]([F:47])([F:46])[C:43]([OH:45])=[O:44].[C:1]([S:4][CH:5]1[CH2:10][CH2:9][NH:8][CH2:7]/[C:6]/1=[CH:30]\[C:31]1[N:35]([CH2:36][C:37]([O:39][CH3:40])=[O:38])[N:34]=[CH:33][N:32]=1)(=[O:3])[CH3:2]. The yield is 0.290. (4) The reactants are [C:1]([C:3]1[N:8]=[CH:7][C:6]([NH:9][CH:10]([C:14]2[CH:19]=[CH:18][CH:17]=[C:16]([O:20][CH2:21][CH3:22])[CH:15]=2)[C:11]([OH:13])=O)=[CH:5][CH:4]=1)#[N:2].[NH2:23][CH2:24][C:25]1[CH:26]=[C:27]([NH:36][C:37](=[O:39])[CH3:38])[CH:28]=[CH:29][C:30]=1[S:31]([CH2:34][CH3:35])(=[O:33])=[O:32]. No catalyst specified. The product is [C:37]([NH:36][C:27]1[CH:28]=[CH:29][C:30]([S:31]([CH2:34][CH3:35])(=[O:33])=[O:32])=[C:25]([CH:26]=1)[CH2:24][NH:23][C:11](=[O:13])[CH:10]([NH:9][C:6]1[CH:7]=[N:8][C:3]([C:1]#[N:2])=[CH:4][CH:5]=1)[C:14]1[CH:19]=[CH:18][CH:17]=[C:16]([O:20][CH2:21][CH3:22])[CH:15]=1)(=[O:39])[CH3:38]. The yield is 0.680. (5) The reactants are [F:1][C:2]([F:35])([F:34])[C:3]1[CH:4]=[C:5]([NH:13][C:14]2[C:23]3[C:18](=[CH:19][CH:20]=[CH:21][CH:22]=3)[C:17]([C:24]3[CH:33]=[CH:32][C:27]([C:28]([O:30]C)=[O:29])=[CH:26][CH:25]=3)=[N:16][N:15]=2)[CH:6]=[C:7]([C:9]([F:12])([F:11])[F:10])[CH:8]=1.[OH-].[Na+]. The catalyst is CO. The product is [F:35][C:2]([F:1])([F:34])[C:3]1[CH:4]=[C:5]([NH:13][C:14]2[C:23]3[C:18](=[CH:19][CH:20]=[CH:21][CH:22]=3)[C:17]([C:24]3[CH:33]=[CH:32][C:27]([C:28]([OH:30])=[O:29])=[CH:26][CH:25]=3)=[N:16][N:15]=2)[CH:6]=[C:7]([C:9]([F:12])([F:10])[F:11])[CH:8]=1. The yield is 0.960. (6) The yield is 0.580. The reactants are [CH:1]1([C:4]2[C:5]([NH:24][S:25]([CH3:28])(=[O:27])=[O:26])=[CH:6][C:7]3[O:11][C:10]([C:12]4[CH:17]=[CH:16][C:15]([F:18])=[CH:14][CH:13]=4)=[C:9]([C:19]([NH:21][CH3:22])=[O:20])[C:8]=3[CH:23]=2)[CH2:3][CH2:2]1.[F:29][C:30]1[C:31]([N+:41]([O-:43])=[O:42])=[C:32]([CH:37]=[C:38](F)[CH:39]=1)[C:33]([O:35][CH3:36])=[O:34].C([O-])([O-])=O.[Na+].[Na+]. The product is [CH:1]1([C:4]2[C:5]([N:24]([C:38]3[CH:39]=[C:30]([F:29])[C:31]([N+:41]([O-:43])=[O:42])=[C:32]([CH:37]=3)[C:33]([O:35][CH3:36])=[O:34])[S:25]([CH3:28])(=[O:27])=[O:26])=[CH:6][C:7]3[O:11][C:10]([C:12]4[CH:17]=[CH:16][C:15]([F:18])=[CH:14][CH:13]=4)=[C:9]([C:19](=[O:20])[NH:21][CH3:22])[C:8]=3[CH:23]=2)[CH2:3][CH2:2]1. The catalyst is CN(C)P(N(C)C)(N(C)C)=O.CCOC(C)=O. (7) The reactants are [CH:1]([N-:4]C(C)C)(C)[CH3:2].[Li+].[Br:9][C:10]1[CH:15]=[CH:14][C:13]([CH2:16][C:17]([N:19]2[C@@H:23]([CH:24]([CH3:26])[CH3:25])[CH2:22][O:21][C:20]2=[O:27])=[O:18])=[C:12]([O:28][CH3:29])[CH:11]=1.BrCC#N.[NH4+].[Cl-]. The catalyst is C1COCC1. The product is [Br:9][C:10]1[CH:15]=[CH:14][C:13]([C@@H:16]([C:17]([N:19]2[C@@H:23]([CH:24]([CH3:26])[CH3:25])[CH2:22][O:21][C:20]2=[O:27])=[O:18])[CH2:2][C:1]#[N:4])=[C:12]([O:28][CH3:29])[CH:11]=1. The yield is 0.600.